Dataset: Reaction yield outcomes from USPTO patents with 853,638 reactions. Task: Predict the reaction yield, written as a fraction of the theoretical maximum amount of product (1.0 means a 100% yield; for example, 0.34 means a 34% yield). (1) The reactants are [CH2:1]([C:5]1[N:6]=[C:7]([CH2:27][CH3:28])[NH:8][C:9](=[O:26])[C:10]=1[CH2:11][C:12]1[CH:17]=[CH:16][C:15]([C:18]2[C:19]([C:24]#[N:25])=[CH:20][CH:21]=[CH:22][CH:23]=2)=[CH:14][CH:13]=1)[CH2:2][CH2:3][CH3:4].[O:29]1[C:33]2[CH:34]=[CH:35][C:36](B(O)O)=[CH:37][C:32]=2[CH2:31][CH2:30]1.N1C=CC=CC=1.C(N(CC)CC)C. The catalyst is C(OCC)(=O)C.C([O-])(=O)C.[Cu+2].C([O-])(=O)C.ClCCl. The product is [CH2:1]([C:5]1[N:6]=[C:7]([CH2:27][CH3:28])[N:8]([C:36]2[CH:35]=[CH:34][C:33]3[O:29][CH2:30][CH2:31][C:32]=3[CH:37]=2)[C:9](=[O:26])[C:10]=1[CH2:11][C:12]1[CH:17]=[CH:16][C:15]([C:18]2[C:19]([C:24]#[N:25])=[CH:20][CH:21]=[CH:22][CH:23]=2)=[CH:14][CH:13]=1)[CH2:2][CH2:3][CH3:4]. The yield is 0.820. (2) The reactants are Cl[C:2]1[C:11]2[C:6](=[CH:7][CH:8]=[CH:9][CH:10]=2)[C:5]([CH2:12][C:13]2[CH:18]=[CH:17][C:16]([F:19])=[CH:15][CH:14]=2)=[N:4][N:3]=1.[CH3:20][N:21]1[C:25]([C:26]2[CH:27]=[C:28]([CH:30]=[CH:31][CH:32]=2)[NH2:29])=[CH:24][N:23]=[C:22]1[CH3:33]. The catalyst is N1C=CC=CC=1. The product is [CH3:20][N:21]1[C:25]([C:26]2[CH:27]=[C:28]([NH:29][C:2]3[C:11]4[C:6](=[CH:7][CH:8]=[CH:9][CH:10]=4)[C:5]([CH2:12][C:13]4[CH:18]=[CH:17][C:16]([F:19])=[CH:15][CH:14]=4)=[N:4][N:3]=3)[CH:30]=[CH:31][CH:32]=2)=[CH:24][N:23]=[C:22]1[CH3:33]. The yield is 0.156.